Dataset: Merck oncology drug combination screen with 23,052 pairs across 39 cell lines. Task: Regression. Given two drug SMILES strings and cell line genomic features, predict the synergy score measuring deviation from expected non-interaction effect. (1) Drug 1: NC1(c2ccc(-c3nc4ccn5c(=O)[nH]nc5c4cc3-c3ccccc3)cc2)CCC1. Drug 2: C#Cc1cccc(Nc2ncnc3cc(OCCOC)c(OCCOC)cc23)c1. Cell line: A2058. Synergy scores: synergy=25.3. (2) Drug 2: C=CCn1c(=O)c2cnc(Nc3ccc(N4CCN(C)CC4)cc3)nc2n1-c1cccc(C(C)(C)O)n1. Cell line: NCIH2122. Synergy scores: synergy=-0.810. Drug 1: CN(C)C(=N)N=C(N)N. (3) Drug 1: COc1cccc2c1C(=O)c1c(O)c3c(c(O)c1C2=O)CC(O)(C(=O)CO)CC3OC1CC(N)C(O)C(C)O1. Drug 2: NC1(c2ccc(-c3nc4ccn5c(=O)[nH]nc5c4cc3-c3ccccc3)cc2)CCC1. Cell line: NCIH23. Synergy scores: synergy=4.81. (4) Drug 1: CC(=O)OC1C(=O)C2(C)C(O)CC3OCC3(OC(C)=O)C2C(OC(=O)c2ccccc2)C2(O)CC(OC(=O)C(O)C(NC(=O)c3ccccc3)c3ccccc3)C(C)=C1C2(C)C. Drug 2: O=C(CCCCCCC(=O)Nc1ccccc1)NO. Cell line: SW620. Synergy scores: synergy=-9.73. (5) Drug 1: C=CCn1c(=O)c2cnc(Nc3ccc(N4CCN(C)CC4)cc3)nc2n1-c1cccc(C(C)(C)O)n1. Drug 2: COC1CC2CCC(C)C(O)(O2)C(=O)C(=O)N2CCCCC2C(=O)OC(C(C)CC2CCC(OP(C)(C)=O)C(OC)C2)CC(=O)C(C)C=C(C)C(O)C(OC)C(=O)C(C)CC(C)C=CC=CC=C1C. Cell line: SW620. Synergy scores: synergy=18.3. (6) Drug 1: CCN(CC)CCNC(=O)c1c(C)[nH]c(C=C2C(=O)Nc3ccc(F)cc32)c1C. Drug 2: NC1CCCCC1N.O=C(O)C(=O)O.[Pt+2]. Cell line: NCIH520. Synergy scores: synergy=-8.12. (7) Drug 1: CN1C(=O)C=CC2(C)C3CCC4(C)C(NC(=O)OCC(F)(F)F)CCC4C3CCC12. Drug 2: CCC1(O)C(=O)OCc2c1cc1n(c2=O)Cc2cc3c(CN(C)C)c(O)ccc3nc2-1. Cell line: UWB1289. Synergy scores: synergy=3.73. (8) Drug 1: O=C(O)C1(Cc2cccc(Nc3nccs3)n2)CCC(Oc2cccc(Cl)c2F)CC1. Drug 2: O=C(NOCC(O)CO)c1ccc(F)c(F)c1Nc1ccc(I)cc1F. Cell line: MSTO. Synergy scores: synergy=12.5. (9) Drug 1: CN1C(=O)C=CC2(C)C3CCC4(C)C(NC(=O)OCC(F)(F)F)CCC4C3CCC12. Drug 2: NC(=O)c1cccc2cn(-c3ccc(C4CCCNC4)cc3)nc12. Cell line: LNCAP. Synergy scores: synergy=11.9. (10) Drug 1: COc1cc(C2c3cc4c(cc3C(OC3OC5COC(C)OC5C(O)C3O)C3COC(=O)C23)OCO4)cc(OC)c1O. Drug 2: NC(=O)c1cccc2cn(-c3ccc(C4CCCNC4)cc3)nc12. Cell line: A375. Synergy scores: synergy=6.25.